Task: Predict which catalyst facilitates the given reaction.. Dataset: Catalyst prediction with 721,799 reactions and 888 catalyst types from USPTO (1) Reactant: O1CCCC1.Br[C:7]1[CH:16]=[N:15][C:10]2[O:11][CH2:12][CH2:13][NH:14][C:9]=2[CH:8]=1.CC1(C)C(C)(C)OB([C:25]2[CH:33]=[CH:32][CH:31]=[C:30]3[C:26]=2[CH:27]=[CH:28][NH:29]3)O1.C(=O)([O-])[O-].[K+].[K+]. Product: [NH:29]1[C:30]2[C:26](=[C:25]([C:7]3[CH:16]=[N:15][C:10]4[O:11][CH2:12][CH2:13][NH:14][C:9]=4[CH:8]=3)[CH:33]=[CH:32][CH:31]=2)[CH:27]=[CH:28]1. The catalyst class is: 6. (2) Reactant: [C:1]([C:3]1[CH:11]=[CH:10][N:9]=[C:8]2[C:4]=1[CH:5]=[CH:6][NH:7]2)#[N:2].[Br-:12].[Br-:13].[Br-].[NH+]1C=CC=CC=1.[NH+]1C=CC=CC=1.[NH+]1C=CC=CC=1.[OH2:33]. Product: [Br:12][C:5]1([Br:13])[C:4]2[C:3]([C:1]#[N:2])=[CH:11][CH:10]=[N:9][C:8]=2[NH:7][C:6]1=[O:33]. The catalyst class is: 218. (3) Reactant: Cl[C:2]1[C:11]2[C:6](=[CH:7][CH:8]=[C:9]([I:12])[CH:10]=2)[N:5]=[C:4]([CH3:13])[C:3]=1[S:14]([CH3:17])(=[O:16])=[O:15].[NH:18]1[CH2:23][CH2:22][O:21][CH2:20][CH2:19]1.C(N(CC)C(C)C)(C)C. Product: [I:12][C:9]1[CH:10]=[C:11]2[C:6](=[CH:7][CH:8]=1)[N:5]=[C:4]([CH3:13])[C:3]([S:14]([CH3:17])(=[O:16])=[O:15])=[C:2]2[N:18]1[CH2:23][CH2:22][O:21][CH2:20][CH2:19]1. The catalyst class is: 9. (4) Reactant: [CH3:1][O:2][C:3]1[CH:4]=[C:5]2[C:10](=[CH:11][C:12]=1[O:13][CH3:14])[N:9]=[CH:8][CH:7]=[C:6]2[O:15][C:16]1[CH:22]=[CH:21][C:19]([NH2:20])=[C:18]([CH3:23])[C:17]=1[CH3:24].C1(C)C=CC=CC=1.C(N(CC)CC)C.Cl[C:40](Cl)([O:42]C(=O)OC(Cl)(Cl)Cl)Cl.[CH3:51][CH:52]([CH3:61])[CH:53]([C:55]1[CH:60]=[CH:59][CH:58]=[CH:57][CH:56]=1)[OH:54]. Product: [CH3:1][O:2][C:3]1[CH:4]=[C:5]2[C:10](=[CH:11][C:12]=1[O:13][CH3:14])[N:9]=[CH:8][CH:7]=[C:6]2[O:15][C:16]1[CH:22]=[CH:21][C:19]([NH:20][C:40](=[O:42])[O:54][CH:53]([C:55]2[CH:60]=[CH:59][CH:58]=[CH:57][CH:56]=2)[CH:52]([CH3:61])[CH3:51])=[C:18]([CH3:23])[C:17]=1[CH3:24]. The catalyst class is: 2. (5) Reactant: [N:1]1[C:10]2[C:5](=[CH:6][CH:7]=[CH:8][C:9]=2[NH2:11])[CH:4]=[N:3][CH:2]=1.[C:12]1([S:18](Cl)(=[O:20])=[O:19])[CH:17]=[CH:16][CH:15]=[CH:14][CH:13]=1. Product: [N:1]1[C:10]2[C:5](=[CH:6][CH:7]=[CH:8][C:9]=2[NH:11][S:18]([C:12]2[CH:17]=[CH:16][CH:15]=[CH:14][CH:13]=2)(=[O:20])=[O:19])[CH:4]=[N:3][CH:2]=1. The catalyst class is: 377.